Predict the reactants needed to synthesize the given product. From a dataset of Full USPTO retrosynthesis dataset with 1.9M reactions from patents (1976-2016). Given the product [N:15]1([CH2:14][CH2:13][NH:12][C:8]([C:7]2[CH:6]=[C:5]([CH3:11])[NH:4][C:3]=2[CH:1]=[O:2])=[O:10])[CH2:19][CH2:18][CH2:17][CH2:16]1, predict the reactants needed to synthesize it. The reactants are: [CH:1]([C:3]1[NH:4][C:5]([CH3:11])=[CH:6][C:7]=1[C:8]([OH:10])=O)=[O:2].[NH2:12][CH2:13][CH2:14][N:15]1[CH2:19][CH2:18][CH2:17][CH2:16]1.